This data is from Peptide-MHC class I binding affinity with 185,985 pairs from IEDB/IMGT. The task is: Regression. Given a peptide amino acid sequence and an MHC pseudo amino acid sequence, predict their binding affinity value. This is MHC class I binding data. (1) The peptide sequence is YMIKLAKEV. The MHC is HLA-B27:05 with pseudo-sequence HLA-B27:05. The binding affinity (normalized) is 0.460. (2) The peptide sequence is KAAFDLSHFL. The MHC is HLA-A29:02 with pseudo-sequence HLA-A29:02. The binding affinity (normalized) is 0.